Dataset: NCI-60 drug combinations with 297,098 pairs across 59 cell lines. Task: Regression. Given two drug SMILES strings and cell line genomic features, predict the synergy score measuring deviation from expected non-interaction effect. Drug 1: C1=CC(=CC=C1C#N)C(C2=CC=C(C=C2)C#N)N3C=NC=N3. Synergy scores: CSS=-6.62, Synergy_ZIP=1.30, Synergy_Bliss=-3.43, Synergy_Loewe=-6.47, Synergy_HSA=-7.38. Drug 2: CC(C)(C#N)C1=CC(=CC(=C1)CN2C=NC=N2)C(C)(C)C#N. Cell line: NCIH23.